Dataset: CYP3A4 substrate classification data from Carbon-Mangels et al.. Task: Regression/Classification. Given a drug SMILES string, predict its absorption, distribution, metabolism, or excretion properties. Task type varies by dataset: regression for continuous measurements (e.g., permeability, clearance, half-life) or binary classification for categorical outcomes (e.g., BBB penetration, CYP inhibition). Dataset: cyp3a4_substrate_carbonmangels. The molecule is CCO. The result is 1 (substrate).